From a dataset of Catalyst prediction with 721,799 reactions and 888 catalyst types from USPTO. Predict which catalyst facilitates the given reaction. (1) Reactant: [OH-].[K+].[I:3]I.[NH:5]1[C:13]2[C:8](=[CH:9][CH:10]=[C:11]([C:14]([O:16][CH3:17])=[O:15])[CH:12]=2)[CH:7]=[N:6]1. Product: [I:3][C:7]1[C:8]2[C:13](=[CH:12][C:11]([C:14]([O:16][CH3:17])=[O:15])=[CH:10][CH:9]=2)[NH:5][N:6]=1. The catalyst class is: 3. (2) Reactant: [Br:1][C:2]1[N:7]=[C:6]([S:8][C:9]2[N:13]=[CH:12][NH:11][N:10]=2)[CH:5]=[CH:4][CH:3]=1.[CH3:14][N:15]([CH3:19])[C:16](Cl)=[O:17].C(=O)([O-])[O-].[K+].[K+]. Product: [Br:1][C:2]1[N:7]=[C:6]([S:8][C:9]2[N:13]=[CH:12][N:11]([C:16](=[O:17])[N:15]([CH3:19])[CH3:14])[N:10]=2)[CH:5]=[CH:4][CH:3]=1. The catalyst class is: 9. (3) Reactant: [C:1]([NH:4][C:5]1[S:6][C:7]([C:11]2[S:15][C:14]([S:16](Cl)(=[O:18])=[O:17])=[CH:13][CH:12]=2)=[C:8]([CH3:10])[N:9]=1)(=[O:3])[CH3:2].[C:20]([NH:23][CH2:24][CH2:25][NH2:26])(=[O:22])[CH3:21].CCN(C(C)C)C(C)C. Product: [C:20]([NH:23][CH2:24][CH2:25][NH:26][S:16]([C:14]1[S:15][C:11]([C:7]2[S:6][C:5]([NH:4][C:1](=[O:3])[CH3:2])=[N:9][C:8]=2[CH3:10])=[CH:12][CH:13]=1)(=[O:18])=[O:17])(=[O:22])[CH3:21]. The catalyst class is: 59. (4) Reactant: CN(C)C=O.[NH2:6][C:7](=[S:27])[NH:8][C:9]([C:11]1[N:12]([CH2:22][C:23]([O:25][CH3:26])=[O:24])[C:13]2[C:18]([CH:19]=1)=[CH:17][C:16]([O:20][CH3:21])=[CH:15][CH:14]=2)=[O:10].Br[CH:29]([CH2:43][CH2:44][CH:45]1[CH2:50][CH2:49][CH2:48][CH2:47][CH2:46]1)[C:30]([C:32]1[CH:37]=[C:36]([O:38][CH3:39])[C:35]([CH3:40])=[CH:34][C:33]=1[O:41][CH3:42])=O.C(N(CC)CC)C. Product: [CH3:26][O:25][C:23](=[O:24])[CH2:22][N:12]1[C:13]2[C:18](=[CH:17][C:16]([O:20][CH3:21])=[CH:15][CH:14]=2)[CH:19]=[C:11]1[C:9]([NH:8][C:7]1[S:27][C:29]([CH2:43][CH2:44][CH:45]2[CH2:50][CH2:49][CH2:48][CH2:47][CH2:46]2)=[C:30]([C:32]2[CH:37]=[C:36]([O:38][CH3:39])[C:35]([CH3:40])=[CH:34][C:33]=2[O:41][CH3:42])[N:6]=1)=[O:10]. The catalyst class is: 8. (5) Reactant: [Cl:1][C:2]1[C:3]([CH:31]=O)=[C:4]([C:27]([F:30])([F:29])[F:28])[CH:5]=[C:6]2[C:11]=1[NH:10][C:9](=[O:12])[N:8]([CH2:13][C:14]1[CH:19]=[C:18]([Cl:20])[CH:17]=[CH:16][C:15]=1[S:21]([CH2:24][CH3:25])(=[O:23])=[O:22])[C:7]2=[O:26].[NH:33]1[CH2:38][CH2:37][CH2:36][C@@H:35]([C:39]([O:41][CH2:42][CH3:43])=[O:40])[CH2:34]1. Product: [Cl:1][C:2]1[C:3]([CH2:31][N:33]2[CH2:38][CH2:37][CH2:36][C@@H:35]([C:39]([O:41][CH2:42][CH3:43])=[O:40])[CH2:34]2)=[C:4]([C:27]([F:28])([F:29])[F:30])[CH:5]=[C:6]2[C:11]=1[NH:10][C:9](=[O:12])[N:8]([CH2:13][C:14]1[CH:19]=[C:18]([Cl:20])[CH:17]=[CH:16][C:15]=1[S:21]([CH2:24][CH3:25])(=[O:23])=[O:22])[C:7]2=[O:26]. The catalyst class is: 22. (6) Product: [CH2:1]([S:3][C:4]1[CH:5]=[N:6][CH:7]=[C:14]([CH:11]=1)[C:15]([OH:12])=[O:16])[CH3:2]. Reactant: [CH2:1]([S:3][C:4]1[CH:5]=[N:6][CH:7]=C([CH:11]=1)C#N)[CH3:2].[OH-:12].[Na+].[CH3:14][CH2:15][OH:16]. The catalyst class is: 6. (7) Reactant: [OH:1][C@@H:2]1[CH2:7][CH2:6][CH2:5][CH2:4][C@@H:3]1[N:8]1[C:12]([C:13]2[CH:18]=[CH:17][CH:16]=[CH:15][CH:14]=2)=[C:11]([C:19]([O:21]CC)=[O:20])[N:10]=[CH:9]1.[OH-].[Na+]. Product: [OH:1][C@@H:2]1[CH2:7][CH2:6][CH2:5][CH2:4][C@@H:3]1[N:8]1[C:12]([C:13]2[CH:18]=[CH:17][CH:16]=[CH:15][CH:14]=2)=[C:11]([C:19]([OH:21])=[O:20])[N:10]=[CH:9]1. The catalyst class is: 353.